Task: Predict the reaction yield, written as a fraction of the theoretical maximum amount of product (1.0 means a 100% yield; for example, 0.34 means a 34% yield).. Dataset: Reaction yield outcomes from USPTO patents with 853,638 reactions (1) The reactants are [Cl:1][C:2]1[CH:10]=[C:9]([C:11]([F:14])([F:13])[F:12])[C:5]([C:6]([NH2:8])=O)=[CH:4][N:3]=1.O=P(Cl)(Cl)Cl. No catalyst specified. The product is [Cl:1][C:2]1[CH:10]=[C:9]([C:11]([F:12])([F:13])[F:14])[C:5]([C:6]#[N:8])=[CH:4][N:3]=1. The yield is 0.860. (2) The reactants are [Cl:1][C:2]1[CH:10]=[C:9](F)[C:8]([N+:12]([O-:14])=[O:13])=[CH:7][C:3]=1[C:4]([OH:6])=[O:5].[OH-:15].[Na+].Cl. No catalyst specified. The product is [Cl:1][C:2]1[CH:10]=[C:9]([OH:15])[C:8]([N+:12]([O-:14])=[O:13])=[CH:7][C:3]=1[C:4]([OH:6])=[O:5]. The yield is 0.980. (3) The yield is 0.470. The product is [C:22]([O:25][C:26]([N:1]1[C:9]2[C:4](=[CH:5][C:6]([N:10]3[C:14]([NH2:15])=[CH:13][C:12]([CH:16]([CH3:18])[CH3:17])=[N:11]3)=[CH:7][CH:8]=2)[CH:3]=[N:2]1)=[O:27])([CH3:24])([CH3:23])[CH3:21]. The catalyst is O1CCOCC1. The reactants are [NH:1]1[C:9]2[C:4](=[CH:5][C:6]([N:10]3[C:14]([NH2:15])=[CH:13][C:12]([CH:16]([CH3:18])[CH3:17])=[N:11]3)=[CH:7][CH:8]=2)[CH:3]=[N:2]1.[OH-].[Na+].[CH3:21][C:22]([O:25][C:26](O[C:26]([O:25][C:22]([CH3:24])([CH3:23])[CH3:21])=[O:27])=[O:27])([CH3:24])[CH3:23]. (4) The reactants are ClC(OC1C=CC([N+]([O-])=O)=CC=1)=[O:3].[CH:14]([N:17]([CH2:21][CH3:22])[CH:18]([CH3:20])C)(C)C.[CH3:23][C@H:24]1[CH2:33][NH:32][C:31]2[C:26](=[CH:27][CH:28]=[C:29]([C:34]3[CH:39]=[CH:38][C:37]([S:40]([CH3:43])(=[O:42])=[O:41])=[CH:36][CH:35]=3)[CH:30]=2)[N:25]1[C:44](=[O:46])[CH3:45].N1CCCC1. No catalyst specified. The product is [CH3:23][C@H:24]1[CH2:33][N:32]([C:14]([N:17]2[CH2:18][CH2:20][CH2:22][CH2:21]2)=[O:3])[C:31]2[C:26](=[CH:27][CH:28]=[C:29]([C:34]3[CH:35]=[CH:36][C:37]([S:40]([CH3:43])(=[O:42])=[O:41])=[CH:38][CH:39]=3)[CH:30]=2)[N:25]1[C:44](=[O:46])[CH3:45]. The yield is 0.430. (5) The reactants are [OH:1][C:2]1[CH:3]=[C:4]([CH:8]=[C:9]([C:11]([F:14])([F:13])[F:12])[CH:10]=1)[C:5]([OH:7])=[O:6].C(=O)([O-])[O-].[K+].[K+].Br[CH2:22][CH2:23][CH:24]=[CH2:25].Cl. The catalyst is CN(C=O)C. The product is [CH2:22]([O:6][C:5](=[O:7])[C:4]1[CH:8]=[C:9]([C:11]([F:12])([F:13])[F:14])[CH:10]=[C:2]([O:1][CH2:9][CH2:10][CH:2]=[CH2:3])[CH:3]=1)[CH2:23][CH:24]=[CH2:25]. The yield is 0.800.